Regression. Given a peptide amino acid sequence and an MHC pseudo amino acid sequence, predict their binding affinity value. This is MHC class I binding data. From a dataset of Peptide-MHC class I binding affinity with 185,985 pairs from IEDB/IMGT. (1) The peptide sequence is RYNLDPDSI. The MHC is HLA-A24:02 with pseudo-sequence HLA-A24:02. The binding affinity (normalized) is 0.0959. (2) The peptide sequence is NHINVECSL. The MHC is HLA-B38:01 with pseudo-sequence HLA-B38:01. The binding affinity (normalized) is 0.586. (3) The peptide sequence is FLKEEGGL. The MHC is HLA-A30:01 with pseudo-sequence HLA-A30:01. The binding affinity (normalized) is 0.